From a dataset of Full USPTO retrosynthesis dataset with 1.9M reactions from patents (1976-2016). Predict the reactants needed to synthesize the given product. (1) Given the product [CH3:35][C:2]([CH3:1])([C:13]#[C:14][C:15]1[CH:20]=[CH:19][CH:18]=[C:17]([CH2:21][NH:22][C@@H:23]([C:25]2[C:34]3[C:29](=[CH:30][CH:31]=[CH:32][CH:33]=3)[CH:28]=[CH:27][CH:26]=2)[CH3:24])[CH:16]=1)[C:3]([OH:5])=[O:4], predict the reactants needed to synthesize it. The reactants are: [CH3:1][C:2]([CH3:35])([C:13]#[C:14][C:15]1[CH:20]=[CH:19][CH:18]=[C:17]([CH2:21][NH:22][C@@H:23]([C:25]2[C:34]3[C:29](=[CH:30][CH:31]=[CH:32][CH:33]=3)[CH:28]=[CH:27][CH:26]=2)[CH3:24])[CH:16]=1)[C:3]([O:5]CC1C=CC=CC=1)=[O:4].Cl. (2) Given the product [F:1][C:2]1[CH:3]=[C:4]2[C:8](=[CH:9][CH:10]=1)[NH:7][C:6](=[O:11])[C:5]2=[N:12][N:13]=[CH:14][C:15]1[NH:19][C:18]([CH3:20])=[C:17]([C:21]([NH:23][CH2:24][CH2:25][CH2:26][CH2:27][CH2:28][C:29]([NH:70][C:67]2[CH:68]=[CH:69][C:64]([C:63]([F:62])([F:72])[F:73])=[CH:65][C:66]=2[NH2:71])=[O:30])=[O:22])[C:16]=1[CH3:32], predict the reactants needed to synthesize it. The reactants are: [F:1][C:2]1[CH:3]=[C:4]2[C:8](=[CH:9][CH:10]=1)[NH:7][C:6](=[O:11])[C:5]2=[N:12][N:13]=[CH:14][C:15]1[NH:19][C:18]([CH3:20])=[C:17]([C:21]([NH:23][CH2:24][CH2:25][CH2:26][CH2:27][CH2:28][C:29](O)=[O:30])=[O:22])[C:16]=1[CH3:32].Cl.C(N=C=NCCCN(C)C)C.OC1C2N=NNC=2C=CC=1.C(N(CC)CC)C.[F:62][C:63]([F:73])([F:72])[C:64]1[CH:69]=[CH:68][C:67]([NH2:70])=[C:66]([NH2:71])[CH:65]=1. (3) Given the product [Br:31][C:32]1[CH:37]=[CH:36][C:35]([S:38]([N:8]2[CH2:17][CH2:16][C:15]3[C@:10]([CH2:28][O:29][CH3:30])([CH2:11][C:12]4[CH:20]=[N:19][N:18]([C:21]5[CH:22]=[CH:23][C:24]([F:27])=[CH:25][CH:26]=5)[C:13]=4[CH:14]=3)[CH2:9]2)(=[O:40])=[O:39])=[CH:34][CH:33]=1, predict the reactants needed to synthesize it. The reactants are: C(OC([N:8]1[CH2:17][CH2:16][C:15]2[C@:10]([CH2:28][O:29][CH3:30])([CH2:11][C:12]3[CH:20]=[N:19][N:18]([C:21]4[CH:26]=[CH:25][C:24]([F:27])=[CH:23][CH:22]=4)[C:13]=3[CH:14]=2)[CH2:9]1)=O)(C)(C)C.[Br:31][C:32]1[CH:37]=[CH:36][C:35]([S:38](Cl)(=[O:40])=[O:39])=[CH:34][CH:33]=1. (4) Given the product [Cl:3][C:4]1[C:5]([NH:25][C:26](=[O:38])[CH2:27][C:28]23[CH2:29][CH:30]4[CH2:31][CH:32]([CH2:33][CH:34]([CH2:36]4)[CH2:35]2)[CH2:37]3)=[C:6]2[C:11](=[CH:12][CH:13]=1)[N:10]=[C:9]([N:14]1[CH2:15][CH2:16][CH:17]([C:20]([OH:22])=[O:21])[CH2:18][CH2:19]1)[CH:8]=[CH:7]2, predict the reactants needed to synthesize it. The reactants are: [OH-].[K+].[Cl:3][C:4]1[C:5]([NH:25][C:26](=[O:38])[CH2:27][C:28]23[CH2:37][CH:32]4[CH2:33][CH:34]([CH2:36][CH:30]([CH2:31]4)[CH2:29]2)[CH2:35]3)=[C:6]2[C:11](=[CH:12][CH:13]=1)[N:10]=[C:9]([N:14]1[CH2:19][CH2:18][CH:17]([C:20]([O:22]CC)=[O:21])[CH2:16][CH2:15]1)[CH:8]=[CH:7]2.Cl. (5) The reactants are: Cl.[C:2](=[NH:12])(OCC)[C:3]1[CH:8]=[CH:7][CH:6]=[CH:5][CH:4]=1.[CH3:13][O:14][CH:15]([O:18][CH3:19])[CH2:16][NH2:17]. Given the product [CH3:13][O:14][CH:15]([O:18][CH3:19])[CH2:16][NH:17][C:2](=[NH:12])[C:3]1[CH:4]=[CH:5][CH:6]=[CH:7][CH:8]=1, predict the reactants needed to synthesize it. (6) The reactants are: [CH:1]([N:4]1[CH2:9][CH2:8][CH:7]([O:10][C:11]2[CH:19]=[CH:18][C:17]3[N:16]4[C@H:20]([CH3:25])[CH2:21][NH:22][C:23](=[O:24])[C:15]4=[CH:14][C:13]=3[CH:12]=2)[CH2:6][CH2:5]1)([CH3:3])[CH3:2].[H-].[Na+].Br[CH2:29][C:30]1[CH:34]=[C:33]([CH3:35])[O:32][N:31]=1. Given the product [CH:1]([N:4]1[CH2:9][CH2:8][CH:7]([O:10][C:11]2[CH:19]=[CH:18][C:17]3[N:16]4[C@H:20]([CH3:25])[CH2:21][N:22]([CH2:29][C:30]5[CH:34]=[C:33]([CH3:35])[O:32][N:31]=5)[C:23](=[O:24])[C:15]4=[CH:14][C:13]=3[CH:12]=2)[CH2:6][CH2:5]1)([CH3:3])[CH3:2], predict the reactants needed to synthesize it. (7) Given the product [CH3:1][C:2]1[N:3]([C:8]2[CH:15]=[CH:14][CH:13]=[CH:12][C:9]=2[C:10]#[N:11])[C:4]([N+:16]([O-:18])=[O:17])=[C:5]([CH3:7])[N:6]=1, predict the reactants needed to synthesize it. The reactants are: [CH3:1][C:2]1[N:3]([C:8]2[CH:15]=[CH:14][CH:13]=[CH:12][C:9]=2[C:10]#[N:11])[CH:4]=[C:5]([CH3:7])[N:6]=1.[N+:16]([O-])([OH:18])=[O:17].C(=O)(O)[O-].[Na+].